From a dataset of Full USPTO retrosynthesis dataset with 1.9M reactions from patents (1976-2016). Predict the reactants needed to synthesize the given product. The reactants are: [Br:1][C:2]1[CH:10]=[CH:9][CH:8]=[C:7]2[C:3]=1[CH:4]=[CH:5][NH:6]2.[H-].[Na+].CI.[C:15](OCC)(=O)C. Given the product [Br:1][C:2]1[CH:10]=[CH:9][CH:8]=[C:7]2[C:3]=1[CH:4]=[CH:5][N:6]2[CH3:15], predict the reactants needed to synthesize it.